This data is from Antibody paratope prediction from SAbDab with 1,023 antibody chains. The task is: Token-level Classification. Given an antibody amino acid sequence, predict which amino acid positions are active in antigen binding. Output is a list of indices for active paratope positions. (1) Given the antibody sequence: DVLMTQTPLSLPVSLGDQASISCRSSQSIVHSNGNTYLEWYLQKPGQSPKLLIYKVSNRFSGVPDRFSGSGSGTDFTLKISRVEAEDLGVYYCFQGSHVPLTFGAGTKLEIK, which amino acid positions are active in antigen binding (paratope)? The paratope positions are: [30, 31, 32, 33, 34]. (2) Given the antibody sequence: DVQLQESGPGLVKPSQSLSLTCTVTGYSITSTYDWHWIRHFPGNILEWMGYISYSGSTNYNPSLKSRISITHDTSKNRFFLKLNSVTSEDTATYYCARATASFYDGSYYFDYWGQGTTLTVSS, which amino acid positions are active in antigen binding (paratope)? The paratope positions are: [31, 83, 84, 85, 104, 105, 106, 107, 108, 109]. (3) Given the antibody sequence: QLQQSGTVLARPGASVKMSCKASGYSFTRYWMHWIKQRPGQGLEWIGAIYPGNSDTSYNQKFEGKAKLTAVTSASTAYMELSSLTHEDSAVYYCSRDYGYYFDFWGQGTTLTVSS, which amino acid positions are active in antigen binding (paratope)? The paratope positions are: [50, 81, 82, 83]. (4) The paratope positions are: [29]. Given the antibody sequence: IGVTQSPAILSVSLGERVTLSCKTSQAITPRHLVWHRQKGGQAPSLVMTGTSERASGIPDRFIGSGSGTDFTLTITRLEAEDFAVYYCQCLEAFGQGTKLEIK, which amino acid positions are active in antigen binding (paratope)? (5) Given the antibody sequence: QVQLVESGGGVVQPGRSLRLSCAASGFTFRNYAMHWVRQAPGKGLEWVALIKYDGRNKYYADSVKGRFSISRDNSKNTLYLEMNSLRAEDTAVYYCARDIGLKGEHYDILTAYGPDYWGQGALVTVSS, which amino acid positions are active in antigen binding (paratope)? The paratope positions are: [52, 83, 84, 85, 104, 105, 106, 107, 108, 109, 110, 111, 112, 113, 114]. (6) The paratope positions are: [30, 31, 32, 33]. Given the antibody sequence: EIVLTQSPATLSLSPGERATLSCRASKGVSTSGYSYLHWYQQKPGQAPRLLIYLASYLESGVPARFSGSGSGTDFTLTISSLEPEDFAVYYCQHSRDLPLTFGGGTKVEIK, which amino acid positions are active in antigen binding (paratope)? (7) The paratope positions are: [52, 83, 84, 85, 104, 105]. Given the antibody sequence: QVQLQQSGPELVKPGASVKISCKASGYSFNFYWMHWVKQRPGQGLEWIGMIDPSESESRLNQKFKDKATLTVDRSSSTAHMQLSSPTSEDSAVYYCTRSNYRYDYFDVWGAGTTVTVSS, which amino acid positions are active in antigen binding (paratope)?